Task: Predict the reactants needed to synthesize the given product.. Dataset: Full USPTO retrosynthesis dataset with 1.9M reactions from patents (1976-2016) Given the product [C:49]([O:28][C:25]1[CH:24]=[CH:23][C:22]([CH2:21][C@@H:20]2[N:15]3[CH:16]([N:11]([C:9](=[O:10])[NH:8][CH2:1][C:2]4[CH:3]=[CH:4][CH:5]=[CH:6][CH:7]=4)[N:12]([CH3:43])[CH2:13][C:14]3=[O:42])[C@H:17]([CH3:41])[N:18]([CH2:30][C:31]3[CH:32]=[CH:33][CH:34]=[C:35]4[C:40]=3[N:39]=[CH:38][CH:37]=[CH:36]4)[C:19]2=[O:29])=[CH:27][CH:26]=1)(=[O:62])[CH2:50][CH2:51][CH2:52][CH2:53][CH2:54][CH2:55][CH2:56][CH2:57][CH2:58][CH2:59][CH2:60][CH3:61], predict the reactants needed to synthesize it. The reactants are: [CH2:1]([NH:8][C:9]([N:11]1[CH:16]2[C@H:17]([CH3:41])[N:18]([CH2:30][C:31]3[CH:32]=[CH:33][CH:34]=[C:35]4[C:40]=3[N:39]=[CH:38][CH:37]=[CH:36]4)[C:19](=[O:29])[C@H:20]([CH2:21][C:22]3[CH:27]=[CH:26][C:25]([OH:28])=[CH:24][CH:23]=3)[N:15]2[C:14](=[O:42])[CH2:13][N:12]1[CH3:43])=[O:10])[C:2]1[CH:7]=[CH:6][CH:5]=[CH:4][CH:3]=1.C1COCC1.[C:49](Cl)(=[O:62])[CH2:50][CH2:51][CH2:52][CH2:53][CH2:54][CH2:55][CH2:56][CH2:57][CH2:58][CH2:59][CH2:60][CH3:61].C(N(CC)CC)C.